From a dataset of Full USPTO retrosynthesis dataset with 1.9M reactions from patents (1976-2016). Predict the reactants needed to synthesize the given product. Given the product [F:12][C:9]1[CH:10]=[CH:11][C:6]([N:5]2[C:3]([C:2]([F:15])([F:14])[F:1])=[N:43][N:42]=[N:41]2)=[CH:7][C:8]=1[CH3:13], predict the reactants needed to synthesize it. The reactants are: [F:1][C:2]([F:15])([F:14])[C:3]([NH:5][C:6]1[CH:11]=[CH:10][C:9]([F:12])=[C:8]([CH3:13])[CH:7]=1)=O.C1(P(C2C=CC=CC=2)C2C=CC=CC=2)C=CC=CC=1.CCCCCC.[N-:41]=[N+:42]=[N-:43].[Na+].